From a dataset of Volume of distribution at steady state (VDss) regression data from Lombardo et al.. Regression/Classification. Given a drug SMILES string, predict its absorption, distribution, metabolism, or excretion properties. Task type varies by dataset: regression for continuous measurements (e.g., permeability, clearance, half-life) or binary classification for categorical outcomes (e.g., BBB penetration, CYP inhibition). For this dataset (vdss_lombardo), we predict log10(VDss) (log10 of volume of distribution in L/kg). (1) The molecule is CCC1(O)C(=O)OCc2c1cc1n(c2=O)Cc2cc3c(N)cccc3nc2-1. The log10(VDss) is 0.340. (2) The compound is Cc1nnc(SCC2=C(C(=O)[O-])N3C(=O)C(NC(=O)C(O)c4ccccc4)C3SC2)s1. The log10(VDss) is -0.890. (3) The drug is CC(=O)OC1CC2CCC3C(CCC4(C)C3CC(N3CC[N+](C)(C)CC3)C4OC(C)=O)C2(C)CC1N1CC[N+](C)(C)CC1. The log10(VDss) is -0.460. (4) The compound is O=C1CCC2(O)C3Cc4ccc(O)c5c4C2(CCN3CC2CC2)C1O5. The log10(VDss) is 0.880. (5) The drug is Cc1[nH]cnc1CN1CCc2c(c3ccccc3n2C)C1=O. The log10(VDss) is 0.0400. (6) The drug is Cn1c(=O)c2nc[nH]c2n(C)c1=O. The log10(VDss) is -0.290.